Dataset: Full USPTO retrosynthesis dataset with 1.9M reactions from patents (1976-2016). Task: Predict the reactants needed to synthesize the given product. (1) Given the product [Cl:1][C:2]1[C:3]([N:17]2[CH2:18][CH2:19][CH:20]([C:23]([O:25][CH3:26])=[O:24])[CH2:21][CH2:22]2)=[N:4][CH:5]=[C:6]([C:10]2[O:11][C:12]([CH2:15][CH3:16])=[CH:13][N:14]=2)[C:7]=1[O:8][CH3:9], predict the reactants needed to synthesize it. The reactants are: [Cl:1][C:2]1[C:3]([N:17]2[CH2:22][CH2:21][CH:20]([C:23]([OH:25])=[O:24])[CH2:19][CH2:18]2)=[N:4][CH:5]=[C:6]([C:10]2[O:11][C:12]([CH2:15][CH3:16])=[CH:13][N:14]=2)[C:7]=1[O:8][CH3:9].[CH3:26][O-].[Na+]. (2) Given the product [C:12]([O:11][C:9](=[O:10])[CH2:8][N:23]([CH2:22][C:21]([O:20][C:16]([CH3:19])([CH3:18])[CH3:17])=[O:42])[S:24]([C:27]1[CH:36]=[C:35]2[C:30]([C:31]([Cl:41])=[CH:32][N:33]=[C:34]2[NH:37][C:38]([NH2:40])=[NH:39])=[CH:29][CH:28]=1)(=[O:25])=[O:26])([CH3:15])([CH3:14])[CH3:13], predict the reactants needed to synthesize it. The reactants are: C([O-])([O-])=O.[K+].[K+].Br[CH2:8][C:9]([O:11][C:12]([CH3:15])([CH3:14])[CH3:13])=[O:10].[C:16]([O:20][C:21](=[O:42])[CH2:22][NH:23][S:24]([C:27]1[CH:36]=[C:35]2[C:30]([C:31]([Cl:41])=[CH:32][N:33]=[C:34]2[NH:37][C:38]([NH2:40])=[NH:39])=[CH:29][CH:28]=1)(=[O:26])=[O:25])([CH3:19])([CH3:18])[CH3:17]. (3) Given the product [Cl:24][C:18]1[CH:19]=[C:20]([NH:23][C:2]2[C:3]3[CH:13]=[CH:12][C:11]([C:14]#[N:15])=[CH:10][C:4]=3[S:5][C:6]=2[N+:7]([O-:9])=[O:8])[CH:21]=[CH:22][C:17]=1[F:16], predict the reactants needed to synthesize it. The reactants are: Br[C:2]1[C:3]2[CH:13]=[CH:12][C:11]([C:14]#[N:15])=[CH:10][C:4]=2[S:5][C:6]=1[N+:7]([O-:9])=[O:8].[F:16][C:17]1[CH:22]=[CH:21][C:20]([NH2:23])=[CH:19][C:18]=1[Cl:24]. (4) Given the product [Br:21][C:22]1[CH:30]=[CH:29][C:25]([C:26]([NH:20][C:18]2[O:19][C:15]([C:12]3[CH:11]=[CH:10][C:9]([O:8][C:4]4[CH:3]=[N:2][CH:7]=[CH:6][CH:5]=4)=[CH:14][CH:13]=3)=[N:16][N:17]=2)=[O:27])=[CH:24][CH:23]=1, predict the reactants needed to synthesize it. The reactants are: Br.[N:2]1[CH:7]=[CH:6][CH:5]=[C:4]([O:8][C:9]2[CH:14]=[CH:13][C:12]([C:15]3[O:19][C:18]([NH2:20])=[N:17][N:16]=3)=[CH:11][CH:10]=2)[CH:3]=1.[Br:21][C:22]1[CH:30]=[CH:29][C:25]([C:26](Cl)=[O:27])=[CH:24][CH:23]=1. (5) Given the product [CH3:17][NH:16][C:12]1[CH:11]=[C:10]2[C:15](=[CH:14][CH:13]=1)[N:7]([CH2:6][O:5][CH2:4][CH2:3][Si:2]([CH3:1])([CH3:20])[CH3:19])[N:8]=[CH:9]2, predict the reactants needed to synthesize it. The reactants are: [CH3:1][Si:2]([CH3:20])([CH3:19])[CH2:3][CH2:4][O:5][CH2:6][N:7]1[C:15]2[C:10](=[CH:11][C:12]([NH:16][CH:17]=O)=[CH:13][CH:14]=2)[CH:9]=[N:8]1.[H-].[Al+3].[Li+].[H-].[H-].[H-]. (6) Given the product [CH3:17][O:18][C:19]1[CH:27]=[CH:26][C:25]([O:28][CH3:29])=[CH:24][C:20]=1[C:21]1[O:14][C:13]([C:3]2[C:4]([C:7]3[CH:12]=[CH:11][CH:10]=[CH:9][CH:8]=3)=[N:5][O:6][C:2]=2[CH3:1])=[N:15][N:16]=1, predict the reactants needed to synthesize it. The reactants are: [CH3:1][C:2]1[O:6][N:5]=[C:4]([C:7]2[CH:12]=[CH:11][CH:10]=[CH:9][CH:8]=2)[C:3]=1[C:13]([NH:15][NH2:16])=[O:14].[CH3:17][O:18][C:19]1[CH:27]=[CH:26][C:25]([O:28][CH3:29])=[CH:24][C:20]=1[C:21](O)=O. (7) Given the product [ClH:27].[ClH:27].[F:26][C:23]1[CH:24]=[CH:25][C:20]([C:17]2[CH:16]=[N:15][C:14]([N:11]3[CH2:12][CH2:13][NH:8][CH2:9][CH2:10]3)=[N:19][CH:18]=2)=[CH:21][CH:22]=1, predict the reactants needed to synthesize it. The reactants are: C(OC([N:8]1[CH2:13][CH2:12][N:11]([C:14]2[N:19]=[CH:18][C:17]([C:20]3[CH:25]=[CH:24][C:23]([F:26])=[CH:22][CH:21]=3)=[CH:16][N:15]=2)[CH2:10][CH2:9]1)=O)(C)(C)C.[ClH:27]. (8) The reactants are: [Br:1][C:2]1[C:10]2[C:5](=[CH:6][C:7]([CH:12]([NH:14][CH:15]3[CH2:17][CH2:16]3)[CH3:13])=[CH:8][C:9]=2[I:11])[N:4]([CH2:18][CH2:19][CH2:20][O:21][CH3:22])[N:3]=1.[C:23](O[C:23]([O:25][C:26]([CH3:29])([CH3:28])[CH3:27])=[O:24])([O:25][C:26]([CH3:29])([CH3:28])[CH3:27])=[O:24].CN(C1C=CC=CN=1)C.O. Given the product [Br:1][C:2]1[C:10]2[C:5](=[CH:6][C:7]([CH:12]([N:14]([CH:15]3[CH2:16][CH2:17]3)[C:23](=[O:24])[O:25][C:26]([CH3:29])([CH3:28])[CH3:27])[CH3:13])=[CH:8][C:9]=2[I:11])[N:4]([CH2:18][CH2:19][CH2:20][O:21][CH3:22])[N:3]=1, predict the reactants needed to synthesize it.